This data is from Forward reaction prediction with 1.9M reactions from USPTO patents (1976-2016). The task is: Predict the product of the given reaction. Given the reactants C([O:8][C:9]1[CH:10]=[C:11]([CH2:15][CH2:16][CH2:17][N:18]2[CH:22]=[CH:21][N:20]=[N:19]2)[CH:12]=[CH:13][CH:14]=1)C1C=CC=CC=1.[H][H], predict the reaction product. The product is: [N:18]1([CH2:17][CH2:16][CH2:15][C:11]2[CH:10]=[C:9]([OH:8])[CH:14]=[CH:13][CH:12]=2)[CH:22]=[CH:21][N:20]=[N:19]1.